Dataset: Full USPTO retrosynthesis dataset with 1.9M reactions from patents (1976-2016). Task: Predict the reactants needed to synthesize the given product. (1) Given the product [C:1]1([CH2:7][N:8]2[CH2:13][CH2:12][CH:11]([NH:18][CH:15]3[CH2:17][CH2:16]3)[CH2:10][CH2:9]2)[CH:6]=[CH:5][CH:4]=[CH:3][CH:2]=1, predict the reactants needed to synthesize it. The reactants are: [C:1]1([CH2:7][N:8]2[CH2:13][CH2:12][C:11](=O)[CH2:10][CH2:9]2)[CH:6]=[CH:5][CH:4]=[CH:3][CH:2]=1.[CH:15]1([NH2:18])[CH2:17][CH2:16]1. (2) Given the product [CH:1]1([O:9][CH2:10][C:11]([O:13][CH3:16])=[O:12])[CH2:2][CH2:3][CH2:4][CH:5]=[CH:6][CH2:7][CH2:8]1, predict the reactants needed to synthesize it. The reactants are: [CH:1]1([O:9][CH2:10][C:11]([OH:13])=[O:12])[CH2:8][CH2:7][CH2:6][CH:5]=[CH:4][CH2:3][CH2:2]1.[N+](=[CH2:16])=[N-].CC1C=CC(S(N(N=O)C)(=O)=O)=CC=1.[OH-].[Na+]. (3) Given the product [CH2:1]([O:3][C:4]([CH:5]1[CH2:11][CH:12]([CH3:13])[CH2:14][NH:15][C:6]1=[O:7])=[O:16])[CH3:2], predict the reactants needed to synthesize it. The reactants are: [CH2:1]([O:3][C:4](=[O:16])[CH:5]([CH2:11][CH:12]([C:14]#[N:15])[CH3:13])[C:6](OCC)=[O:7])[CH3:2].[H][H]. (4) Given the product [Br:1][C:2]1[CH:3]=[CH:4][C:5]([N:11]2[CH2:15][CH2:14][CH2:13][CH:12]2[CH2:16][CH2:17][CH2:18][C:19]([O:21][CH3:22])=[O:20])=[C:6]([CH:7]=[O:8])[CH:9]=1, predict the reactants needed to synthesize it. The reactants are: [Br:1][C:2]1[CH:3]=[CH:4][C:5](F)=[C:6]([CH:9]=1)[CH:7]=[O:8].[NH:11]1[CH2:15][CH2:14][CH2:13][CH:12]1[CH2:16][CH2:17][CH2:18][C:19]([OH:21])=[O:20].[C:22](=O)([O-])[O-].[K+].[K+].Cl. (5) Given the product [Cl:1][C:2]1[CH:3]=[C:4]2[N:15]([C:16]([C:17]3[CH:18]=[CH:19][CH:20]=[CH:21][CH:22]=3)([C:29]3[CH:34]=[CH:33][CH:32]=[CH:31][CH:30]=3)[C:23]3[CH:28]=[CH:27][CH:26]=[CH:25][CH:24]=3)[N:14]=[C:13]3[C:5]2=[C:6]([CH2:8][CH2:9][N:10]3[CH2:11][CH3:12])[N:7]=1, predict the reactants needed to synthesize it. The reactants are: [Cl:1][C:2]1[N:7]=[C:6]([CH2:8][CH2:9][NH:10][CH2:11][CH3:12])[C:5]2[C:13](I)=[N:14][N:15]([C:16]([C:29]3[CH:34]=[CH:33][CH:32]=[CH:31][CH:30]=3)([C:23]3[CH:28]=[CH:27][CH:26]=[CH:25][CH:24]=3)[C:17]3[CH:22]=[CH:21][CH:20]=[CH:19][CH:18]=3)[C:4]=2[CH:3]=1.CC([O-])(C)C.[Na+].C1COCC1. (6) Given the product [CH3:20][O:19][C:16]1[CH:17]=[CH:18][C:13]([C:5]2[C:6]3[C:11](=[CH:10][C:9]([CH3:12])=[CH:8][CH:7]=3)[C:2]([NH:21][CH:22]3[CH2:23][CH2:24][N:25]([CH2:28][C:29]4[CH:38]=[CH:37][C:36]5[C:31](=[CH:32][CH:33]=[CH:34][CH:35]=5)[CH:30]=4)[CH2:26][CH2:27]3)=[N:3][N:4]=2)=[CH:14][CH:15]=1, predict the reactants needed to synthesize it. The reactants are: Cl[C:2]1[C:11]2[C:6](=[CH:7][CH:8]=[C:9]([CH3:12])[CH:10]=2)[C:5]([C:13]2[CH:18]=[CH:17][C:16]([O:19][CH3:20])=[CH:15][CH:14]=2)=[N:4][N:3]=1.[NH2:21][CH:22]1[CH2:27][CH2:26][N:25]([CH2:28][C:29]2[CH:38]=[CH:37][C:36]3[C:31](=[CH:32][CH:33]=[CH:34][CH:35]=3)[CH:30]=2)[CH2:24][CH2:23]1.